Task: Regression/Classification. Given a drug SMILES string, predict its absorption, distribution, metabolism, or excretion properties. Task type varies by dataset: regression for continuous measurements (e.g., permeability, clearance, half-life) or binary classification for categorical outcomes (e.g., BBB penetration, CYP inhibition). For this dataset (half_life_obach), we predict log10(half-life) (log10 of half-life in hours).. Dataset: Drug half-life prediction data from Obach et al. (1) The compound is CN1C(=O)CN=C(c2ccccc2F)c2cc([N+](=O)[O-])ccc21. The log10(half-life) is 1.40. (2) The compound is C[C@@H]1CC[C@H]2[C@@H](C)[C@H](OC(=O)CCC(=O)O)O[C@@H]3O[C@@]4(C)CC[C@@H]1[C@@]23OO4. The log10(half-life) is -0.660. (3) The drug is Cn1nnnc1SCC1=C(C(=O)O)N2C(=O)[C@@H](NC(=O)[C@H](O)c3ccccc3)[C@H]2SC1. The log10(half-life) is -0.120. (4) The molecule is CCN1C[C@H]2CN(C)C[C@H](C1)C2OC(=O)c1ccc(Cl)cc1. The log10(half-life) is 0.930. (5) The molecule is CC1(C)S[C@@H]2[C@H](NC(=O)C(C(=O)O)c3ccccc3)C(=O)N2[C@H]1C(=O)O. The log10(half-life) is 0.0400. (6) The drug is CC(C(=O)O)c1ccc(C(=O)c2cccs2)cc1. The log10(half-life) is 0.320. (7) The compound is CCc1cccc2cc(C(O)CNC(C)(C)C)oc12. The log10(half-life) is 0.360.